This data is from Catalyst prediction with 721,799 reactions and 888 catalyst types from USPTO. The task is: Predict which catalyst facilitates the given reaction. (1) Product: [F:1][C:2]([F:11])([F:10])[CH2:3][S:26]([NH2:14])(=[O:28])=[O:27]. The catalyst class is: 26. Reactant: [F:1][C:2]([F:11])([F:10])[CH2:3]N1CCCCC1.C([N:14](CC)CC)C.ClC1C=CC([S:26](Cl)(=[O:28])=[O:27])=CC=1. (2) Reactant: C[Si]([N-][Si](C)(C)C)(C)C.[K+].C(O)(C)(C)C.[CH2:16]([N:23]([CH2:35][C:36]1[CH:41]=[CH:40][CH:39]=[CH:38][CH:37]=1)[C@H:24]1[CH2:30][CH2:29][CH2:28][CH2:27][CH2:26][C@H:25]1[C:31]([O:33][CH3:34])=[O:32])[C:17]1[CH:22]=[CH:21][CH:20]=[CH:19][CH:18]=1. Product: [CH2:35]([N:23]([CH2:16][C:17]1[CH:22]=[CH:21][CH:20]=[CH:19][CH:18]=1)[C@@H:24]1[CH2:30][CH2:29][CH2:28][CH2:27][CH2:26][C@H:25]1[C:31]([O:33][CH3:34])=[O:32])[C:36]1[CH:37]=[CH:38][CH:39]=[CH:40][CH:41]=1. The catalyst class is: 7. (3) Reactant: [F:1][C:2]1[CH:7]=[CH:6][C:5]([S:8]([N:11]2[CH2:16][CH2:15][CH:14]([C:17](=[O:25])[C:18]3[CH:23]=[CH:22][C:21]([F:24])=[CH:20][CH:19]=3)[CH2:13][CH2:12]2)(=[O:10])=[O:9])=[CH:4][CH:3]=1.[CH2:26](I)[CH3:27]. Product: [F:1][C:2]1[CH:7]=[CH:6][C:5]([S:8]([N:11]2[CH2:12][CH2:13][C:14]([C:17](=[O:25])[C:18]3[CH:19]=[CH:20][C:21]([F:24])=[CH:22][CH:23]=3)([CH2:26][CH3:27])[CH2:15][CH2:16]2)(=[O:9])=[O:10])=[CH:4][CH:3]=1. The catalyst class is: 1. (4) Reactant: [NH:1]1[C:9]2[C:4](=[CH:5][CH:6]=[CH:7][CH:8]=2)[C:3]([CH2:10][C:11]([N:13]2[CH2:22][CH2:21][C:20]3[C:15](=[CH:16][C:17]([C:23]([NH:25][O:26]C4CCCCO4)=[O:24])=[CH:18][CH:19]=3)[CH2:14]2)=[O:12])=[CH:2]1.Cl. Product: [OH:26][NH:25][C:23]([C:17]1[CH:16]=[C:15]2[C:20]([CH2:21][CH2:22][N:13]([C:11](=[O:12])[CH2:10][C:3]3[C:4]4[C:9](=[CH:8][CH:7]=[CH:6][CH:5]=4)[NH:1][CH:2]=3)[CH2:14]2)=[CH:19][CH:18]=1)=[O:24]. The catalyst class is: 5. (5) Reactant: [F:1][CH:2]([F:35])[C:3]1[CH:8]=[CH:7][N:6]=[C:5]([NH:9][C:10]2[N:15]=[C:14]([C:16]3[CH:17]=[N:18][C:19]([C@@:22]([C@H:25]4[CH2:30][CH2:29][C@H:28]([C:31]([OH:33])=[O:32])[CH2:27][CH2:26]4)([OH:24])[CH3:23])=[CH:20][CH:21]=3)[CH:13]=[C:12]([CH3:34])[CH:11]=2)[CH:4]=1.C(=O)([O-])[O-].[K+].[K+].[I-].[Na+].Cl[CH2:45][C:46]([CH3:49])([OH:48])[CH3:47]. Product: [F:35][CH:2]([F:1])[C:3]1[CH:8]=[CH:7][N:6]=[C:5]([NH:9][C:10]2[N:15]=[C:14]([C:16]3[CH:17]=[N:18][C:19]([C@@:22]([C@H:25]4[CH2:30][CH2:29][C@H:28]([C:31]([O:33][CH2:45][C:46]([OH:48])([CH3:49])[CH3:47])=[O:32])[CH2:27][CH2:26]4)([OH:24])[CH3:23])=[CH:20][CH:21]=3)[CH:13]=[C:12]([CH3:34])[CH:11]=2)[CH:4]=1. The catalyst class is: 3. (6) Reactant: [C:1]([O:4][CH2:5]/[C:6](=[C:12]1\[C@H:13]([CH3:32])[CH2:14][CH:15]2[C@:28]\1([CH3:29])[CH2:27][CH:26]=[C:25]1[CH:16]2[CH2:17][CH2:18][C:19]2[C@:24]1([CH3:30])[CH:23]=[CH:22][C:21](=[O:31])[CH:20]=2)/[O:7][Si](C)(C)C)(=[O:3])[CH3:2].ClC1C=CC=C(C(OO)=[O:41])C=1. Product: [C:1]([O:4][CH2:5][C:6]([C@:12]1([OH:41])[C@:28]2([CH3:29])[CH:15]([CH:16]3[C:25](=[CH:26][CH2:27]2)[C@:24]2([CH3:30])[C:19](=[CH:20][C:21](=[O:31])[CH:22]=[CH:23]2)[CH2:18][CH2:17]3)[CH2:14][C@H:13]1[CH3:32])=[O:7])(=[O:3])[CH3:2]. The catalyst class is: 2. (7) Reactant: CC(C1C=C(C(C)C)C(C2C=CC=CC=2P(C2CCCCC2)C2CCCCC2)=C(C(C)C)C=1)C.C(=O)([O-])[O-].[Cs+].[Cs+].Cl[C:42]1[C:47]2[CH:48]=[C:49]([C:51]([O:53][CH2:54][CH3:55])=[O:52])[O:50][C:46]=2[CH:45]=[CH:44][CH:43]=1.[CH2:56]([N:63]1[CH2:68][CH2:67][NH:66][CH2:65][CH2:64]1)[C:57]1[CH:62]=[CH:61][CH:60]=[CH:59][CH:58]=1. The catalyst class is: 62. Product: [CH2:56]([N:63]1[CH2:68][CH2:67][N:66]([C:42]2[C:47]3[CH:48]=[C:49]([C:51]([O:53][CH2:54][CH3:55])=[O:52])[O:50][C:46]=3[CH:45]=[CH:44][CH:43]=2)[CH2:65][CH2:64]1)[C:57]1[CH:58]=[CH:59][CH:60]=[CH:61][CH:62]=1.